Dataset: Catalyst prediction with 721,799 reactions and 888 catalyst types from USPTO. Task: Predict which catalyst facilitates the given reaction. Reactant: [N:1]1[CH:6]=[CH:5][CH:4]=[N:3][C:2]=1[C:7]1[CH:12]=[CH:11][C:10]([C:13]2([OH:23])[CH2:22][CH2:21][C:16]3(OCC[O:17]3)[CH2:15][CH2:14]2)=[CH:9][CH:8]=1.Cl. Product: [OH:23][C:13]1([C:10]2[CH:9]=[CH:8][C:7]([C:2]3[N:1]=[CH:6][CH:5]=[CH:4][N:3]=3)=[CH:12][CH:11]=2)[CH2:22][CH2:21][C:16](=[O:17])[CH2:15][CH2:14]1. The catalyst class is: 6.